From a dataset of Reaction yield outcomes from USPTO patents with 853,638 reactions. Predict the reaction yield, written as a fraction of the theoretical maximum amount of product (1.0 means a 100% yield; for example, 0.34 means a 34% yield). (1) The reactants are [CH:1]1([O:9][C:10]([NH:12][C:13]2[CH:18]=[CH:17][C:16]([CH:19]([OH:25])[C:20]([O:22][CH2:23][CH3:24])=[O:21])=[CH:15][CH:14]=2)=[O:11])[CH2:8][CH2:7][CH2:6][CH2:5][CH2:4][CH:3]=[CH:2]1.C(N(C(C)C)CC)(C)C.[CH2:35]1[C:40](=[O:41])[N:39]([O:42][C:43](ON2C(=O)CCC2=O)=[O:44])[C:37](=[O:38])[CH2:36]1. The catalyst is C(#N)C. The product is [CH:1]1([O:9][C:10]([NH:12][C:13]2[CH:18]=[CH:17][C:16]([CH:19]([O:25][C:43]([O:42][N:39]3[C:40](=[O:41])[CH2:35][CH2:36][C:37]3=[O:38])=[O:44])[C:20]([O:22][CH2:23][CH3:24])=[O:21])=[CH:15][CH:14]=2)=[O:11])[CH2:8][CH2:7][CH2:6][CH2:5][CH2:4][CH:3]=[CH:2]1. The yield is 0.530. (2) The reactants are [CH3:1][O:2][C:3](=[O:23])[CH2:4][O:5][C:6]1[CH:11]=[CH:10][C:9]([CH2:12][CH2:13][CH2:14]OS(C)(=O)=O)=[CH:8][C:7]=1[N+:20]([O-:22])=[O:21].[CH3:24][C:25]1[CH:34]=[CH:33][C:32]2[C:27](=[CH:28][CH:29]=[CH:30][C:31]=2[N:35]2[CH2:40][CH2:39][NH:38][CH2:37][CH2:36]2)[N:26]=1.C(=O)([O-])[O-].[K+].[K+].[I-].[Na+]. The catalyst is CN(C=O)C. The product is [CH3:1][O:2][C:3](=[O:23])[CH2:4][O:5][C:6]1[CH:11]=[CH:10][C:9]([CH2:12][CH2:13][CH2:14][N:38]2[CH2:39][CH2:40][N:35]([C:31]3[CH:30]=[CH:29][CH:28]=[C:27]4[C:32]=3[CH:33]=[CH:34][C:25]([CH3:24])=[N:26]4)[CH2:36][CH2:37]2)=[CH:8][C:7]=1[N+:20]([O-:22])=[O:21]. The yield is 0.690. (3) The reactants are I[C:2]1[CH:3]=[N:4][N:5]([CH2:7][CH2:8][OH:9])[CH:6]=1.[C:10]([C:14]1[CH:18]=[C:17]([NH2:19])[NH:16][N:15]=1)([CH3:13])([CH3:12])[CH3:11].CN(C)[C@@H]1CCCC[C@H]1N.C(=O)([O-])[O-].[K+].[K+]. The catalyst is C1(C)C(C)=CC=CC=1.[Cu](I)I. The yield is 0.610. The product is [NH2:19][C:17]1[N:16]([C:2]2[CH:3]=[N:4][N:5]([CH2:7][CH2:8][OH:9])[CH:6]=2)[N:15]=[C:14]([C:10]([CH3:13])([CH3:12])[CH3:11])[CH:18]=1. (4) The reactants are Br[C:2]1[C:10]2[N:9]3[CH:11]=[N:12][N:13]=[C:8]3[CH:7]=[N:6][C:5]=2[N:4]([S:14]([C:17]2[CH:23]=[CH:22][C:20]([CH3:21])=[CH:19][CH:18]=2)(=[O:16])=[O:15])[CH:3]=1.[CH3:24][N:25]1[CH2:30][CH2:29][N:28]([C:31]2[N:36]=[C:35]([Sn](CCCC)(CCCC)CCCC)[CH:34]=[CH:33][N:32]=2)[CH2:27][CH2:26]1.[Li+].[Cl-].[F-].[Cs+]. The catalyst is [Cu]I.C1C=CC([P]([Pd]([P](C2C=CC=CC=2)(C2C=CC=CC=2)C2C=CC=CC=2)([P](C2C=CC=CC=2)(C2C=CC=CC=2)C2C=CC=CC=2)[P](C2C=CC=CC=2)(C2C=CC=CC=2)C2C=CC=CC=2)(C2C=CC=CC=2)C2C=CC=CC=2)=CC=1. The product is [CH3:24][N:25]1[CH2:26][CH2:27][N:28]([C:31]2[N:32]=[C:33]([C:2]3[C:10]4[N:9]5[CH:11]=[N:12][N:13]=[C:8]5[CH:7]=[N:6][C:5]=4[N:4]([S:14]([C:17]4[CH:18]=[CH:19][C:20]([CH3:21])=[CH:22][CH:23]=4)(=[O:16])=[O:15])[CH:3]=3)[CH:34]=[CH:35][N:36]=2)[CH2:29][CH2:30]1. The yield is 0.690.